From a dataset of Aqueous solubility values for 9,982 compounds from the AqSolDB database. Regression/Classification. Given a drug SMILES string, predict its absorption, distribution, metabolism, or excretion properties. Task type varies by dataset: regression for continuous measurements (e.g., permeability, clearance, half-life) or binary classification for categorical outcomes (e.g., BBB penetration, CYP inhibition). For this dataset (solubility_aqsoldb), we predict Y. (1) The drug is CCCC(C)CC. The Y is -4.31 log mol/L. (2) The drug is Cc1ccc(Cn2cc(F)c(=O)[nH]c2=O)cc1. The Y is -2.92 log mol/L. (3) The compound is CCCCCCC(C)(C)S. The Y is -3.99 log mol/L.